From a dataset of Full USPTO retrosynthesis dataset with 1.9M reactions from patents (1976-2016). Predict the reactants needed to synthesize the given product. (1) Given the product [C:13]([O:22][C:19](=[O:20])[NH:1][C:2]1[CH:3]=[CH:4][C:5]([CH:8]([CH2:11][OH:12])[CH2:9][OH:10])=[CH:6][CH:7]=1)([CH3:14])([CH3:17])[CH3:25], predict the reactants needed to synthesize it. The reactants are: [NH2:1][C:2]1[CH:7]=[CH:6][C:5]([CH:8]([CH2:11][OH:12])[CH2:9][OH:10])=[CH:4][CH:3]=1.[CH2:13]1[CH2:17]OC[CH2:14]1.O.[C:19]([O-:22])([O-])=[O:20].[Na+].[Na+].[CH3:25]COC(C)=O. (2) Given the product [Br:8][C:9]1[CH:14]=[CH:13][C:12]([CH2:15][C:16]([N:32]2[C@@H:31]([CH:28]([CH3:30])[CH3:29])[CH2:35][O:34][C:33]2=[O:36])=[O:18])=[C:11]([O:19][CH3:20])[CH:10]=1, predict the reactants needed to synthesize it. The reactants are: C(N(CC)CC)C.[Br:8][C:9]1[CH:14]=[CH:13][C:12]([CH2:15][C:16]([OH:18])=O)=[C:11]([O:19][CH3:20])[CH:10]=1.C(Cl)(=O)C(C)(C)C.[CH:28]([C@H:31]1[CH2:35][O:34][C:33](=[O:36])[NH:32]1)([CH3:30])[CH3:29].[Li]CCCC.O1CCNC1=O.[NH4+].[Cl-]. (3) The reactants are: FC(F)(F)C(O)=O.C(Cl)Cl.C(OC([N:18]1[CH2:23][CH2:22][N:21]([C:24]2[C:25]3[C:39]([O:40][CH3:41])=[CH:38][N:37]=[CH:36][C:26]=3[N:27]=[C:28]([C:30]3[CH:35]=[CH:34][N:33]=[CH:32][CH:31]=3)[N:29]=2)[CH2:20][CH:19]1[C:42](=[O:51])[NH:43][CH2:44][C:45]1[CH:50]=[CH:49][CH:48]=[CH:47][CH:46]=1)=O)(C)(C)C. Given the product [CH2:44]([NH:43][C:42]([CH:19]1[CH2:20][N:21]([C:24]2[C:25]3[C:39]([O:40][CH3:41])=[CH:38][N:37]=[CH:36][C:26]=3[N:27]=[C:28]([C:30]3[CH:35]=[CH:34][N:33]=[CH:32][CH:31]=3)[N:29]=2)[CH2:22][CH2:23][NH:18]1)=[O:51])[C:45]1[CH:50]=[CH:49][CH:48]=[CH:47][CH:46]=1, predict the reactants needed to synthesize it. (4) Given the product [CH3:19][O:18][CH:17]([O:20][CH3:21])[C:10]1[CH:9]=[C:8]([CH:13]=[CH:12][C:11]=1[N+:14]([O-:16])=[O:15])[O:29][C:25]1[CH:24]=[C:23]([NH2:22])[CH:28]=[CH:27][CH:26]=1, predict the reactants needed to synthesize it. The reactants are: C([O-])([O-])=O.[K+].[K+].Cl[C:8]1[CH:13]=[CH:12][C:11]([N+:14]([O-:16])=[O:15])=[C:10]([CH:17]([O:20][CH3:21])[O:18][CH3:19])[CH:9]=1.[NH2:22][C:23]1[CH:24]=[C:25]([OH:29])[CH:26]=[CH:27][CH:28]=1. (5) The reactants are: C(Cl)(=O)C(Cl)=O.CS(C)=O.[Cl:11][C:12]1[N:17]=[CH:16][C:15]([O:18][C:19]([CH3:23])([CH3:22])[CH2:20][OH:21])=[CH:14][CH:13]=1.C(N(CC)CC)C. Given the product [Cl:11][C:12]1[N:17]=[CH:16][C:15]([O:18][C:19]([CH3:23])([CH3:22])[CH:20]=[O:21])=[CH:14][CH:13]=1, predict the reactants needed to synthesize it.